From a dataset of Forward reaction prediction with 1.9M reactions from USPTO patents (1976-2016). Predict the product of the given reaction. (1) Given the reactants Br[C:2]1[CH:10]=[C:9]([C:11]#[N:12])[CH:8]=[C:7]2[C:3]=1[CH:4]=[CH:5][N:6]2S(C1C=CC([N+]([O-])=O)=CC=1)(=O)=O.[CH3:25][N:26]1[CH:30]=[C:29]([CH3:31])[C:28]([C:32]([NH:34][C:35]2[CH:43]=[C:42]([Sn](C)(C)C)[CH:41]=[C:40]3[C:36]=2[CH:37]=[N:38][N:39]3S(C2C=CC=CC=2)(=O)=O)=[O:33])=[N:27]1, predict the reaction product. The product is: [C:11]([C:9]1[CH:8]=[C:7]2[C:3]([CH:4]=[CH:5][NH:6]2)=[C:2]([C:42]2[CH:41]=[C:40]3[C:36]([CH:37]=[N:38][NH:39]3)=[C:35]([NH:34][C:32]([C:28]3[C:29]([CH3:31])=[CH:30][N:26]([CH3:25])[N:27]=3)=[O:33])[CH:43]=2)[CH:10]=1)#[N:12]. (2) Given the reactants [CH3:1][O:2][C:3]1[N:8]=[CH:7][C:6]([N:9]2[C:13]([C:14]3[CH:19]=[CH:18][CH:17]=[CH:16][N:15]=3)=[CH:12][C:11]([C:20]([OH:22])=O)=[N:10]2)=[CH:5][CH:4]=1.[NH2:23][CH:24]1[CH2:29][CH2:28][O:27][CH2:26][CH2:25]1, predict the reaction product. The product is: [O:27]1[CH2:28][CH2:29][CH:24]([NH:23][C:20]([C:11]2[CH:12]=[C:13]([C:14]3[CH:19]=[CH:18][CH:17]=[CH:16][N:15]=3)[N:9]([C:6]3[CH:7]=[N:8][C:3]([O:2][CH3:1])=[CH:4][CH:5]=3)[N:10]=2)=[O:22])[CH2:25][CH2:26]1. (3) Given the reactants [Cl:1][C:2]1[CH:7]=[CH:6][C:5]([C:8]2[S:12][C:11]([CH2:13][CH3:14])=[C:10]([CH:15]3[C:23](=[O:24])[CH:22]4[CH:17]([CH:18]5[O:25][CH:21]4[CH:20]=[CH:19]5)[C:16]3=[O:26])[CH:9]=2)=[CH:4][CH:3]=1, predict the reaction product. The product is: [Cl:1][C:2]1[CH:7]=[CH:6][C:5]([C:8]2[S:12][C:11]([CH2:13][CH3:14])=[C:10]([CH:15]3[C:23](=[O:24])[CH:22]4[CH:17]([CH:18]5[O:25][CH:21]4[CH2:20][CH2:19]5)[C:16]3=[O:26])[CH:9]=2)=[CH:4][CH:3]=1.